From a dataset of NCI-60 drug combinations with 297,098 pairs across 59 cell lines. Regression. Given two drug SMILES strings and cell line genomic features, predict the synergy score measuring deviation from expected non-interaction effect. (1) Drug 1: C1CN1C2=NC(=NC(=N2)N3CC3)N4CC4. Drug 2: C1CC(=O)NC(=O)C1N2CC3=C(C2=O)C=CC=C3N. Cell line: COLO 205. Synergy scores: CSS=49.5, Synergy_ZIP=5.16, Synergy_Bliss=2.42, Synergy_Loewe=-6.83, Synergy_HSA=1.76. (2) Drug 2: CCC1(CC2CC(C3=C(CCN(C2)C1)C4=CC=CC=C4N3)(C5=C(C=C6C(=C5)C78CCN9C7C(C=CC9)(C(C(C8N6C)(C(=O)OC)O)OC(=O)C)CC)OC)C(=O)OC)O.OS(=O)(=O)O. Synergy scores: CSS=54.6, Synergy_ZIP=0.233, Synergy_Bliss=2.87, Synergy_Loewe=-29.2, Synergy_HSA=1.35. Cell line: HT29. Drug 1: CN1CCC(CC1)COC2=C(C=C3C(=C2)N=CN=C3NC4=C(C=C(C=C4)Br)F)OC. (3) Drug 1: CN(C)N=NC1=C(NC=N1)C(=O)N. Drug 2: C1=C(C(=O)NC(=O)N1)N(CCCl)CCCl. Cell line: EKVX. Synergy scores: CSS=9.55, Synergy_ZIP=-1.46, Synergy_Bliss=2.65, Synergy_Loewe=-5.70, Synergy_HSA=1.24. (4) Drug 1: CN1CCC(CC1)COC2=C(C=C3C(=C2)N=CN=C3NC4=C(C=C(C=C4)Br)F)OC. Drug 2: C1=C(C(=O)NC(=O)N1)N(CCCl)CCCl. Cell line: SK-OV-3. Synergy scores: CSS=37.7, Synergy_ZIP=-0.253, Synergy_Bliss=7.44, Synergy_Loewe=-0.679, Synergy_HSA=9.49. (5) Drug 1: CC1=C(C=C(C=C1)NC2=NC=CC(=N2)N(C)C3=CC4=NN(C(=C4C=C3)C)C)S(=O)(=O)N.Cl. Drug 2: CC12CCC3C(C1CCC2O)C(CC4=C3C=CC(=C4)O)CCCCCCCCCS(=O)CCCC(C(F)(F)F)(F)F. Cell line: TK-10. Synergy scores: CSS=7.10, Synergy_ZIP=4.32, Synergy_Bliss=2.07, Synergy_Loewe=1.44, Synergy_HSA=1.88. (6) Drug 1: C1CCC(C1)C(CC#N)N2C=C(C=N2)C3=C4C=CNC4=NC=N3. Drug 2: CC12CCC3C(C1CCC2OP(=O)(O)O)CCC4=C3C=CC(=C4)OC(=O)N(CCCl)CCCl.[Na+]. Cell line: CCRF-CEM. Synergy scores: CSS=-7.58, Synergy_ZIP=-0.986, Synergy_Bliss=-9.55, Synergy_Loewe=-11.5, Synergy_HSA=-11.3. (7) Drug 1: CN(C(=O)NC(C=O)C(C(C(CO)O)O)O)N=O. Drug 2: CC1C(C(CC(O1)OC2CC(CC3=C2C(=C4C(=C3O)C(=O)C5=CC=CC=C5C4=O)O)(C(=O)C)O)N)O. Cell line: SF-295. Synergy scores: CSS=42.5, Synergy_ZIP=-2.59, Synergy_Bliss=-1.35, Synergy_Loewe=-3.56, Synergy_HSA=1.68.